This data is from Forward reaction prediction with 1.9M reactions from USPTO patents (1976-2016). The task is: Predict the product of the given reaction. (1) Given the reactants [CH3:1][N:2]1[CH:6]=[CH:5][CH:4]=[C:3]1[C:7]([O:9][CH3:10])=[O:8].[Br:11]N1C(=O)CCC1=O, predict the reaction product. The product is: [Br:11][C:6]1[N:2]([CH3:1])[C:3]([C:7]([O:9][CH3:10])=[O:8])=[CH:4][CH:5]=1. (2) Given the reactants Br[C:2]1[S:6][C:5]([C:7]([N:9]([C:11]2[CH:16]=[CH:15][CH:14]=[C:13]([O:17][CH3:18])[CH:12]=2)[CH3:10])=[O:8])=[CH:4][CH:3]=1.[C:19]([C:21]1[CH:26]=[CH:25][C:24](B(O)O)=[CH:23][CH:22]=1)#[N:20], predict the reaction product. The product is: [C:19]([C:21]1[CH:26]=[CH:25][C:24]([C:2]2[S:6][C:5]([C:7]([N:9]([C:11]3[CH:16]=[CH:15][CH:14]=[C:13]([O:17][CH3:18])[CH:12]=3)[CH3:10])=[O:8])=[CH:4][CH:3]=2)=[CH:23][CH:22]=1)#[N:20].